This data is from Full USPTO retrosynthesis dataset with 1.9M reactions from patents (1976-2016). The task is: Predict the reactants needed to synthesize the given product. (1) Given the product [O:1]=[C:2]1[C:11]2[CH2:10][CH2:9][CH2:8][CH2:7][C:6]=2[C:5]([CH2:12][C:13]2[CH:14]=[C:15]([NH:19][C:20]([CH:22]3[CH2:25][CH2:24][NH:23]3)=[O:21])[CH:16]=[CH:17][CH:18]=2)=[N:4][NH:3]1.[F:33][C:34]([F:39])([F:38])[C:35]([OH:37])=[O:36], predict the reactants needed to synthesize it. The reactants are: [O:1]=[C:2]1[C:11]2[CH2:10][CH2:9][CH2:8][CH2:7][C:6]=2[C:5]([CH2:12][C:13]2[CH:14]=[C:15]([NH:19][C:20]([CH:22]3[CH2:25][CH2:24][N:23]3C(OC(C)(C)C)=O)=[O:21])[CH:16]=[CH:17][CH:18]=2)=[N:4][NH:3]1.[F:33][C:34]([F:39])([F:38])[C:35]([OH:37])=[O:36]. (2) Given the product [C:17]([O:16][C:15](=[O:21])[NH:14][CH:8]([C:9]1[CH:10]=[C:11]([CH3:12])[S:27][N:1]=1)[CH3:7])([CH3:20])([CH3:19])[CH3:18], predict the reactants needed to synthesize it. The reactants are: [NH2:1]OS(O)(=O)=O.[CH3:7][CH:8]([NH:14][C:15](=[O:21])[O:16][C:17]([CH3:20])([CH3:19])[CH3:18])[C:9](=O)[C:10]#[C:11][CH3:12].C(=O)(O)[O-].[Na+].[SH-:27].[Na+]. (3) The reactants are: N[C:2]1[CH:11]=[CH:10][CH:9]=[C:8]2[C:3]=1[CH:4]=[CH:5][CH:6]=[N:7]2.N([O-])=O.[Na+].[OH-].[Na+].[BrH:18]. Given the product [Br:18][C:2]1[CH:11]=[CH:10][CH:9]=[C:8]2[C:3]=1[CH:4]=[CH:5][CH:6]=[N:7]2, predict the reactants needed to synthesize it. (4) Given the product [F:30][C:27]1[CH:28]=[CH:29][C:24]([O:23][C@H:21]2[CH2:22][C@H:19]([NH:15][CH2:5][C:6]3[C:7]4[N:8]([CH:12]=[CH:13][N:14]=4)[CH:9]=[CH:10][CH:11]=3)[CH2:20]2)=[CH:25][C:26]=1[C:31]([F:33])([F:32])[F:34], predict the reactants needed to synthesize it. The reactants are: CC([CH:5]([N:15]([C@H:19]1[CH2:22][C@H:21]([O:23][C:24]2[CH:29]=[CH:28][C:27]([F:30])=[C:26]([C:31]([F:34])([F:33])[F:32])[CH:25]=2)[CH2:20]1)C(=O)[O-])[C:6]1[C:7]2[N:8]([CH:12]=[CH:13][N:14]=2)[CH:9]=[CH:10][CH:11]=1)(C)C.O1CCOCC1. (5) Given the product [CH:12]1([O:10][C:7]2[CH:8]=[CH:9][C:4]([NH2:1])=[CH:5][CH:6]=2)[CH2:16][CH2:15][CH2:14][CH2:13]1, predict the reactants needed to synthesize it. The reactants are: [N+:1]([C:4]1[CH:9]=[CH:8][C:7]([OH:10])=[CH:6][CH:5]=1)([O-])=O.Br[CH:12]1[CH2:16][CH2:15][CH2:14][CH2:13]1.C(=O)([O-])[O-].[K+].[K+].CN(C=O)C.